Dataset: Full USPTO retrosynthesis dataset with 1.9M reactions from patents (1976-2016). Task: Predict the reactants needed to synthesize the given product. (1) Given the product [NH:1]1[C:9]2[C:4](=[CH:5][CH:6]=[CH:7][CH:8]=2)[C:3](/[CH:10]=[C:11]2\[O:12][C:13]3[C:20]([CH2:40][N:39]([CH3:41])[CH2:38][CH2:37][CH2:36][CH2:35][CH2:34][CH2:33][CH2:32][CH2:31][N:23]([CH3:22])[C:24](=[O:30])[O:25][C:26]([CH3:29])([CH3:28])[CH3:27])=[C:19]([OH:21])[CH:18]=[CH:17][C:14]=3[C:15]\2=[O:16])=[CH:2]1, predict the reactants needed to synthesize it. The reactants are: [NH:1]1[C:9]2[C:4](=[CH:5][CH:6]=[CH:7][CH:8]=2)[C:3](/[CH:10]=[C:11]2\[O:12][C:13]3[CH:20]=[C:19]([OH:21])[CH:18]=[CH:17][C:14]=3[C:15]\2=[O:16])=[CH:2]1.[CH3:22][N:23]([CH2:31][CH2:32][CH2:33][CH2:34][CH2:35][CH2:36][CH2:37][CH2:38][NH:39][CH3:40])[C:24](=[O:30])[O:25][C:26]([CH3:29])([CH3:28])[CH3:27].[CH2:41]=O. (2) Given the product [CH:1](/[C@@H:5]1[C@@H:7]([C:8]([O:10][CH2:33][C:32]2[C:35]([F:41])=[C:36]([F:40])[CH:37]=[C:38]([F:39])[C:31]=2[F:30])=[O:9])[C:6]1([CH3:12])[CH3:11])=[CH:2]\[CH:3]=[CH2:4], predict the reactants needed to synthesize it. The reactants are: [CH:1](/[C@@H:5]1[C@@H:7]([C:8]([OH:10])=[O:9])[C:6]1([CH3:12])[CH3:11])=[CH:2]\[CH:3]=[CH2:4].CN1C=CN=C1.S(Cl)(C1C=CC(C)=CC=1)(=O)=O.[F:30][C:31]1[C:38]([F:39])=[CH:37][C:36]([F:40])=[C:35]([F:41])[C:32]=1[CH2:33]O. (3) Given the product [CH3:1][S:2]([C:5]1[CH:6]=[CH:7][C:8]([N:11]2[CH:15]=[C:14]([CH2:16][OH:17])[CH:13]=[N:12]2)=[CH:9][CH:10]=1)(=[O:3])=[O:4], predict the reactants needed to synthesize it. The reactants are: [CH3:1][S:2]([C:5]1[CH:10]=[CH:9][C:8]([N:11]2[CH:15]=[C:14]([CH:16]=[O:17])[CH:13]=[N:12]2)=[CH:7][CH:6]=1)(=[O:4])=[O:3].[BH4-].[Na+]. (4) Given the product [F:44][C:45]1[CH:59]=[CH:58][C:48]([CH2:49][C:50]2([C:56]#[N:57])[CH2:55][CH2:54][N:53]([C:11]([C:2]3[CH:3]=[N:4][C:5]4[C:10](=[CH:9][CH:8]=[CH:7][CH:6]=4)[N:1]=3)=[O:13])[CH2:52][CH2:51]2)=[CH:47][CH:46]=1, predict the reactants needed to synthesize it. The reactants are: [N:1]1[C:10]2[C:5](=[CH:6][CH:7]=[CH:8][CH:9]=2)[N:4]=[CH:3][C:2]=1[C:11]([OH:13])=O.CCN(C(C)C)C(C)C.CCN=C=NCCCN(C)C.C1C=CC2N(O)N=NC=2C=1.[F:44][C:45]1[CH:59]=[CH:58][C:48]([CH2:49][C:50]2([C:56]#[N:57])[CH2:55][CH2:54][NH:53][CH2:52][CH2:51]2)=[CH:47][CH:46]=1. (5) Given the product [CH3:17][C:18]([CH3:21])([CH3:20])[CH2:19][N:10]1[C:11]2[C:7](=[C:6]([CH2:23][CH2:24][CH3:25])[C:5]([OH:4])=[CH:13][CH:12]=2)[CH:8]=[CH:9]1, predict the reactants needed to synthesize it. The reactants are: C([O:4][C:5]1[CH:6]=[C:7]2[C:11](=[CH:12][CH:13]=1)[NH:10][CH:9]=[CH:8]2)C=C.[H-].[Na+].I[CH2:17][C:18]([CH3:21])([CH3:20])[CH3:19].N1C2[C:25](=CC=CC=2)[CH:24]=[CH:23]1.C1(OC2C=CC=CC=2)C=CC=CC=1.